Dataset: Reaction yield outcomes from USPTO patents with 853,638 reactions. Task: Predict the reaction yield, written as a fraction of the theoretical maximum amount of product (1.0 means a 100% yield; for example, 0.34 means a 34% yield). The reactants are Br[C:2]1[CH:3]=[C:4]([NH:13][C:14](=[O:25])[C:15]2[CH:20]=[CH:19][C:18]([O:21][CH3:22])=[C:17]([O:23][CH3:24])[CH:16]=2)[CH:5]=[CH:6][C:7]=1[C:8]([C:11]#[N:12])([CH3:10])[CH3:9].[CH3:26][O:27][C:28]1[CH:33]=[CH:32][C:31](B(O)O)=[CH:30][N:29]=1.[F-].[K+]. The catalyst is CO.C([O-])(=O)C.[Pd+2].C([O-])(=O)C. The yield is 0.440. The product is [C:11]([C:8]([CH3:10])([CH3:9])[C:7]1[CH:6]=[CH:5][C:4]([NH:13][C:14](=[O:25])[C:15]2[CH:20]=[CH:19][C:18]([O:21][CH3:22])=[C:17]([O:23][CH3:24])[CH:16]=2)=[CH:3][C:2]=1[C:31]1[CH:30]=[N:29][C:28]([O:27][CH3:26])=[CH:33][CH:32]=1)#[N:12].